Dataset: Reaction yield outcomes from USPTO patents with 853,638 reactions. Task: Predict the reaction yield, written as a fraction of the theoretical maximum amount of product (1.0 means a 100% yield; for example, 0.34 means a 34% yield). (1) The reactants are [Br:1][C:2]1[CH:11]=[C:10]2[C:5]([CH:6]=[CH:7][C:8]([OH:12])=[CH:9]2)=[CH:4][CH:3]=1.C1(P(C2C=CC=CC=2)C2C=CC=CC=2)C=CC=CC=1.[CH3:32][C@H:33]1[CH2:38][CH2:37][CH2:36][C@@H:35]([CH3:39])[N:34]1[CH2:40][CH2:41][CH2:42]O.N(C(OC(C)C)=O)=NC(OC(C)C)=O. The catalyst is C1COCC1. The product is [Br:1][C:2]1[CH:11]=[C:10]2[C:5]([CH:6]=[CH:7][C:8]([O:12][CH2:42][CH2:41][CH2:40][N:34]3[C@H:35]([CH3:39])[CH2:36][CH2:37][CH2:38][C@@H:33]3[CH3:32])=[CH:9]2)=[CH:4][CH:3]=1. The yield is 0.690. (2) The reactants are [CH2:1]([O:5][C:6]1[CH:11]=[C:10]([CH3:12])[CH:9]=[CH:8][C:7]=1[NH:13][C:14](=[O:25])[NH:15][C:16]1[S:17][CH:18]=[C:19]([CH2:21][C:22]([OH:24])=O)[N:20]=1)[CH:2]([CH3:4])[CH3:3].[CH3:26][O:27][CH2:28][CH2:29][NH2:30]. No catalyst specified. The product is [CH2:1]([O:5][C:6]1[CH:11]=[C:10]([CH3:12])[CH:9]=[CH:8][C:7]=1[NH:13][C:14](=[O:25])[NH:15][C:16]1[S:17][CH:18]=[C:19]([CH2:21][C:22]([NH:30][CH2:29][CH2:28][O:27][CH3:26])=[O:24])[N:20]=1)[CH:2]([CH3:3])[CH3:4]. The yield is 0.620. (3) The reactants are [NH2:1][C:2]1[CH:3]=[C:4]([CH:15]=[CH:16][C:17]=1[OH:18])[C:5]([NH:7][CH:8]([CH2:12][CH2:13][CH3:14])[CH2:9][CH2:10][CH3:11])=[O:6].CO[C:21](OC)(OC)[CH2:22][Cl:23]. No catalyst specified. The product is [CH2:9]([CH:8]([NH:7][C:5]([C:4]1[CH:15]=[CH:16][C:17]2[O:18][C:21]([CH2:22][Cl:23])=[N:1][C:2]=2[CH:3]=1)=[O:6])[CH2:12][CH2:13][CH3:14])[CH2:10][CH3:11]. The yield is 0.650. (4) The product is [F:13][C:9]1[CH:10]=[C:11]2[C:2](=[C:3]([C:4]([O:6][CH3:7])=[O:5])[CH:8]=1)[NH:1][N:26]=[CH:12]2. The yield is 0.430. The reactants are [NH2:1][C:2]1[C:11]([CH3:12])=[CH:10][C:9]([F:13])=[CH:8][C:3]=1[C:4]([O:6][CH3:7])=[O:5].C(OC(=O)C)(=O)C.C([O-])(=O)C.[K+].[N:26](OCCC(C)C)=O. The catalyst is C(Cl)(Cl)Cl. (5) The reactants are [F:1][C:2]1[CH:7]=[C:6]([N+:8]([O-])=O)[C:5]([O:11][CH3:12])=[C:4]([F:13])[C:3]=1[O:14][CH3:15]. The catalyst is CCO.CCOC(C)=O.[Pd]. The product is [F:13][C:4]1[C:5]([O:11][CH3:12])=[C:6]([CH:7]=[C:2]([F:1])[C:3]=1[O:14][CH3:15])[NH2:8]. The yield is 1.00. (6) The reactants are Cl[C:2]1[C:7]([CH:8]([CH2:13][CH2:14][CH3:15])[C:9]([O:11][CH3:12])=[O:10])=[C:6]([CH3:16])[N:5]=[C:4]([N:17]2[CH2:22][CH2:21][CH2:20][CH2:19][CH2:18]2)[N:3]=1.C(N(CC)C(C)C)(C)C.[F:32][C:33]1[CH:38]=[C:37]([O:39][CH3:40])[CH:36]=[CH:35][C:34]=1B(O)O. The catalyst is COCCOC.O.[Pd].C1(P(C2C=CC=CC=2)C2C=CC=CC=2)C=CC=CC=1.C1(P(C2C=CC=CC=2)C2C=CC=CC=2)C=CC=CC=1.C1(P(C2C=CC=CC=2)C2C=CC=CC=2)C=CC=CC=1.C1(P(C2C=CC=CC=2)C2C=CC=CC=2)C=CC=CC=1. The product is [F:32][C:33]1[CH:38]=[C:37]([O:39][CH3:40])[CH:36]=[CH:35][C:34]=1[C:2]1[C:7]([CH:8]([CH2:13][CH2:14][CH3:15])[C:9]([O:11][CH3:12])=[O:10])=[C:6]([CH3:16])[N:5]=[C:4]([N:17]2[CH2:22][CH2:21][CH2:20][CH2:19][CH2:18]2)[N:3]=1. The yield is 0.680. (7) The reactants are [NH:1]1[C:9]2[C:4](=[CH:5][CH:6]=[C:7]([C@H:10]3[C@@:12]4([C:20]5[C:15](=[CH:16][CH:17]=[C:18]([CH3:21])[CH:19]=5)[NH:14][C:13]4=[O:22])[CH2:11]3)[CH:8]=2)[CH:3]=[N:2]1.C([O-])([O-])=O.[K+].[K+].[I:29]I. The catalyst is CN(C=O)C. The product is [I:29][C:3]1[C:4]2[C:9](=[CH:8][C:7]([C@H:10]3[C@@:12]4([C:20]5[C:15](=[CH:16][CH:17]=[C:18]([CH3:21])[CH:19]=5)[NH:14][C:13]4=[O:22])[CH2:11]3)=[CH:6][CH:5]=2)[NH:1][N:2]=1. The yield is 0.810. (8) The reactants are [CH2:1]([C:5]1[N:6]=[C:7]([CH3:27])[NH:8][C:9](=[O:26])[C:10]=1[CH2:11][C:12]1[CH:17]=[CH:16][C:15]([C:18]2[C:19]([C:24]#[N:25])=[CH:20][CH:21]=[CH:22][CH:23]=2)=[CH:14][CH:13]=1)[CH2:2][CH2:3][CH3:4].C(=O)([O-])[O-].[K+].[K+].Cl.Cl[CH2:36][C:37]1[N:38]=[CH:39][S:40][CH:41]=1.CN(C)C=O. The catalyst is C(OCC)(=O)C. The product is [CH2:1]([C:5]1[N:6]=[C:7]([CH3:27])[N:8]([CH2:36][C:37]2[N:38]=[CH:39][S:40][CH:41]=2)[C:9](=[O:26])[C:10]=1[CH2:11][C:12]1[CH:17]=[CH:16][C:15]([C:18]2[C:19]([C:24]#[N:25])=[CH:20][CH:21]=[CH:22][CH:23]=2)=[CH:14][CH:13]=1)[CH2:2][CH2:3][CH3:4]. The yield is 0.660. (9) The reactants are [CH:1]([O:4][C:5]1[CH:9]=[C:8]([CH2:10][CH2:11][CH2:12][OH:13])[N:7]([CH2:14][C:15]2[CH:20]=[CH:19][C:18]([C:21]([F:24])([F:23])[F:22])=[CH:17][CH:16]=2)[N:6]=1)([CH3:3])[CH3:2].O[C:26]1[C:31]([O:32][CH3:33])=[CH:30][CH:29]=[CH:28][C:27]=1[CH2:34][C:35]([O:37]C)=[O:36].C(P(CCCC)CCCC)CCC.N(C(N1CCCCC1)=O)=NC(N1CCCCC1)=O. The catalyst is O1CCCC1. The product is [CH:1]([O:4][C:5]1[CH:9]=[C:8]([CH2:10][CH2:11][CH2:12][O:13][C:26]2[C:31]([O:32][CH3:33])=[CH:30][CH:29]=[CH:28][C:27]=2[CH2:34][C:35]([OH:37])=[O:36])[N:7]([CH2:14][C:15]2[CH:16]=[CH:17][C:18]([C:21]([F:23])([F:24])[F:22])=[CH:19][CH:20]=2)[N:6]=1)([CH3:3])[CH3:2]. The yield is 0.440. (10) The reactants are [Br:1][CH2:2][CH2:3][CH2:4][CH2:5][CH2:6][CH2:7][O:8][C:9]1[CH:10]=[C:11]([C:15]2[C:16]3[NH:20][C:19]([C:21]([C:67]4[CH:72]=[CH:71][CH:70]=[C:69]([O:73][CH2:74][CH2:75][CH2:76][CH2:77][CH2:78][CH2:79][Br:80])[CH:68]=4)=[C:22]4[N:66]=[C:25]([C:26]([C:52]5[CH:57]=[CH:56][CH:55]=[C:54]([O:58][CH2:59][CH2:60][CH2:61][CH2:62][CH2:63][CH2:64][Br:65])[CH:53]=5)=[C:27]5[NH:51][C:30](=[C:31]([C:37]6[CH:42]=[CH:41][CH:40]=[C:39]([O:43][CH2:44][CH2:45][CH2:46][CH2:47][CH2:48][CH2:49][Br:50])[CH:38]=6)[C:32]6[CH:33]=[CH:34][C:35]=2[N:36]=6)[CH:29]=[CH:28]5)[CH:24]=[CH:23]4)=[CH:18][CH:17]=3)[CH:12]=[CH:13][CH:14]=1.O.O.C([O-])(=O)C.[Zn+2:87].C([O-])(=O)C. The catalyst is C(Cl)(Cl)Cl.CO. The product is [Zn+2:87].[Br:1][CH2:2][CH2:3][CH2:4][CH2:5][CH2:6][CH2:7][O:8][C:9]1[CH:10]=[C:11]([C:15]2[C:16]3[NH:20][C:19]([C:21]([C:67]4[CH:72]=[CH:71][CH:70]=[C:69]([O:73][CH2:74][CH2:75][CH2:76][CH2:77][CH2:78][CH2:79][Br:80])[CH:68]=4)=[C:22]4[N:66]=[C:25]([C:26]([C:52]5[CH:57]=[CH:56][CH:55]=[C:54]([O:58][CH2:59][CH2:60][CH2:61][CH2:62][CH2:63][CH2:64][Br:65])[CH:53]=5)=[C:27]5[NH:51][C:30](=[C:31]([C:37]6[CH:42]=[CH:41][CH:40]=[C:39]([O:43][CH2:44][CH2:45][CH2:46][CH2:47][CH2:48][CH2:49][Br:50])[CH:38]=6)[C:32]6[CH:33]=[CH:34][C:35]=2[N:36]=6)[CH:29]=[CH:28]5)[CH:24]=[CH:23]4)=[CH:18][CH:17]=3)[CH:12]=[CH:13][CH:14]=1. The yield is 0.980.